This data is from Reaction yield outcomes from USPTO patents with 853,638 reactions. The task is: Predict the reaction yield, written as a fraction of the theoretical maximum amount of product (1.0 means a 100% yield; for example, 0.34 means a 34% yield). (1) The reactants are [OH:1][C:2]1[CH:10]=[CH:9][C:5]([C:6]([NH2:8])=[O:7])=[CH:4][CH:3]=1.Cl[CH2:12][C:13](=O)[CH2:14][C:15]([O:17][CH2:18][CH3:19])=[O:16]. The catalyst is CO. The product is [CH2:18]([O:17][C:15](=[O:16])[CH2:14][C:13]1[N:8]=[C:6]([C:5]2[CH:9]=[CH:10][C:2]([OH:1])=[CH:3][CH:4]=2)[O:7][CH:12]=1)[CH3:19]. The yield is 0.800. (2) The reactants are [C:1]([NH:9][C:10]1[C:11]2[N:12]=[CH:13][N:14]([C:33]=2[N:34]=[CH:35][N:36]=1)[C@@H:15]1[O:32][C@H:22]([CH2:23][O:24][Si](C(C)(C)C)(C)C)[C@@H:17]([O:18][CH2:19]SC)[CH2:16]1)(=[O:8])[C:2]1[CH:7]=[CH:6][CH:5]=[CH:4][CH:3]=1.C1CCCCC=1.C(NC1C2N=CN(C=2N=CN=1)[C@@H]1O[C@H](CO[Si](C(C)(C)C)(C)C)[C@@H](O)C1)(=O)C1C=CC=CC=1.[N-:76]=[N+:77]=[N-:78].[Na+].[NH4+].[F-]. The catalyst is C(Cl)Cl. The product is [C:1]([NH:9][C:10]1[C:11]2[N:12]=[CH:13][N:14]([C:33]=2[N:34]=[CH:35][N:36]=1)[C@@H:15]1[O:32][C@H:22]([CH2:23][OH:24])[C@@H:17]([O:18][CH2:19][N:76]=[N+:77]=[N-:78])[CH2:16]1)(=[O:8])[C:2]1[CH:7]=[CH:6][CH:5]=[CH:4][CH:3]=1. The yield is 0.480. (3) The reactants are C([N:8]1[CH2:12][CH:11]([C:13]2[CH:18]=[CH:17][C:16]([Cl:19])=[C:15]([Cl:20])[CH:14]=2)[CH:10]([C:21](=[O:23])[CH3:22])[CH2:9]1)C1C=CC=CC=1.ClC(OCC(Cl)(Cl)Cl)=O. The catalyst is CC#N. The product is [Cl:20][C:15]1[CH:14]=[C:13]([CH:11]2[CH2:12][NH:8][CH2:9][CH:10]2[C:21](=[O:23])[CH3:22])[CH:18]=[CH:17][C:16]=1[Cl:19]. The yield is 0.630. (4) The reactants are C[Si]([C:5]#[CH:6])(C)C.C[Mg+].[Br-].C1COCC1.[C:15]1([CH:31]=[O:32])[C:28]2[C:29]3=[C:30]4[C:25](=[CH:26][CH:27]=2)[CH:24]=[CH:23][CH:22]=[C:21]4[CH:20]=[CH:19][C:18]3=[CH:17][CH:16]=1.[NH4+].[Cl-].C([O-])([O-])=O.[K+].[K+]. The catalyst is C(Cl)Cl.CO. The product is [C:15]1([CH:31]([OH:32])[C:5]#[CH:6])[C:28]2[C:29]3=[C:30]4[C:25](=[CH:26][CH:27]=2)[CH:24]=[CH:23][CH:22]=[C:21]4[CH:20]=[CH:19][C:18]3=[CH:17][CH:16]=1. The yield is 0.580. (5) The catalyst is CN(C=O)C.CCOC(C)=O. The yield is 0.110. The product is [F:1][C:2]1[CH:10]=[C:9]2[C:5]([C:6]([C:20]3[CH:28]=[C:27]4[C:23]([CH:24]=[N:25][N:26]4[CH2:30][C:31]([NH2:33])=[O:32])=[CH:22][CH:21]=3)=[CH:7][NH:8]2)=[CH:4][CH:3]=1. The reactants are [F:1][C:2]1[CH:10]=[C:9]2[C:5]([C:6]([C:20]3[CH:28]=[C:27]4[C:23]([CH:24]=[N:25][NH:26]4)=[CH:22][CH:21]=3)=[CH:7][N:8]2S(C2C=CC=CC=2)(=O)=O)=[CH:4][CH:3]=1.Br[CH2:30][C:31]([NH2:33])=[O:32].C([O-])([O-])=O.[K+].[K+]. (6) The reactants are Br[C:2]1[CH:7]=[C:6]([C:8]2[N:9]=[C:10]([NH:13][C:14]3[CH:19]=[CH:18][CH:17]=[C:16]([CH3:20])[CH:15]=3)[S:11][CH:12]=2)[CH:5]=[CH:4][N:3]=1.[NH:21]1[CH2:26][CH2:25][O:24][CH2:23][CH2:22]1. The catalyst is O. The product is [CH3:20][C:16]1[CH:15]=[C:14]([NH:13][C:10]2[S:11][CH:12]=[C:8]([C:6]3[CH:5]=[CH:4][N:3]=[C:2]([N:21]4[CH2:26][CH2:25][O:24][CH2:23][CH2:22]4)[CH:7]=3)[N:9]=2)[CH:19]=[CH:18][CH:17]=1. The yield is 0.640. (7) The reactants are [NH2:1][C:2]1[CH:7]=[CH:6][C:5]([C:8]2[CH:13]=[CH:12][CH:11]=[C:10]([F:14])[CH:9]=2)=[CH:4][C:3]=1[C:15](=[O:17])[CH3:16].[BH4-].[Na+].S([O-])([O-])(=O)=O.[NH4+].[NH4+].C(OCC)(=O)C. The catalyst is CO. The product is [NH2:1][C:2]1[CH:7]=[CH:6][C:5]([C:8]2[CH:13]=[CH:12][CH:11]=[C:10]([F:14])[CH:9]=2)=[CH:4][C:3]=1[CH:15]([OH:17])[CH3:16]. The yield is 0.670. (8) The reactants are [N:1]1[C:10]2[CH:9]([NH:11][CH2:12][CH2:13][CH2:14][CH2:15][N:16]3[C:24](=[O:25])[C:23]4[C:18](=[CH:19][CH:20]=[CH:21][CH:22]=4)[C:17]3=[O:26])[CH2:8][CH2:7][CH2:6][C:5]=2[CH:4]=[CH:3][CH:2]=1.C(N(C(C)C)CC)(C)C.[I-].[K+].Cl[CH2:39][C:40]1[NH:44][C:43]2[C:45]([F:49])=[CH:46][CH:47]=[CH:48][C:42]=2[N:41]=1. The catalyst is C(#N)C. The product is [F:49][C:45]1[C:43]2[N:44]=[C:40]([CH2:39][N:11]([CH:9]3[C:10]4[N:1]=[CH:2][CH:3]=[CH:4][C:5]=4[CH2:6][CH2:7][CH2:8]3)[CH2:12][CH2:13][CH2:14][CH2:15][N:16]3[C:24](=[O:25])[C:23]4[C:18](=[CH:19][CH:20]=[CH:21][CH:22]=4)[C:17]3=[O:26])[NH:41][C:42]=2[CH:48]=[CH:47][CH:46]=1. The yield is 0.410.